Predict the reaction yield, written as a fraction of the theoretical maximum amount of product (1.0 means a 100% yield; for example, 0.34 means a 34% yield). From a dataset of Reaction yield outcomes from USPTO patents with 853,638 reactions. (1) The reactants are C[O:2][C:3]1[CH:8]=[CH:7][C:6]([C:9]2[N:10]=[N:11][S:12][CH:13]=2)=[CH:5][CH:4]=1.B(Br)(Br)Br. The catalyst is C(Cl)Cl. The product is [S:12]1[CH:13]=[C:9]([C:6]2[CH:5]=[CH:4][C:3]([OH:2])=[CH:8][CH:7]=2)[N:10]=[N:11]1. The yield is 0.940. (2) The reactants are C([O:3][C:4](=O)[C:5]([F:24])([F:23])[C@@:6]([C:16]1[CH:21]=[CH:20][CH:19]=[CH:18][C:17]=1[F:22])([NH:9][S@@:10]([C:12]([CH3:15])([CH3:14])[CH3:13])=[O:11])[CH2:7][F:8])C.[Cl-].[NH4+]. The catalyst is O1CCCC1.[BH4-].[Li+]. The product is [F:24][C:5]([F:23])([CH2:4][OH:3])[C@@:6]([NH:9][S:10]([C:12]([CH3:13])([CH3:14])[CH3:15])=[O:11])([CH2:7][F:8])[C:16]1[CH:21]=[CH:20][CH:19]=[CH:18][C:17]=1[F:22]. The yield is 0.970. (3) The reactants are [S:1]1[C:5]2[CH:6]=[CH:7][CH:8]=[CH:9][C:4]=2[CH:3]=[C:2]1[CH:10](O)[C:11]1[CH:12]=[C:13]([C:18]2([O:48][C@H:47]([CH2:49][O:50][CH2:51][C:52]3[CH:57]=[CH:56][CH:55]=[CH:54][CH:53]=3)[C@@H:38]([O:39][CH2:40][C:41]3[CH:46]=[CH:45][CH:44]=[CH:43][CH:42]=3)[C@H:29]([O:30][CH2:31][C:32]3[CH:37]=[CH:36][CH:35]=[CH:34][CH:33]=3)[C@H:20]2[O:21][CH2:22][C:23]2[CH:28]=[CH:27][CH:26]=[CH:25][CH:24]=2)O)[CH:14]=[CH:15][C:16]=1[F:17].C([SiH](CC)CC)C.C(=O)(O)[O-].[Na+]. The catalyst is C(#N)C. The product is [S:1]1[C:5]2[CH:6]=[CH:7][CH:8]=[CH:9][C:4]=2[CH:3]=[C:2]1[CH2:10][C:11]1[CH:12]=[C:13]([C@@H:18]2[O:48][C@H:47]([CH2:49][O:50][CH2:51][C:52]3[CH:57]=[CH:56][CH:55]=[CH:54][CH:53]=3)[C@@H:38]([O:39][CH2:40][C:41]3[CH:42]=[CH:43][CH:44]=[CH:45][CH:46]=3)[C@H:29]([O:30][CH2:31][C:32]3[CH:37]=[CH:36][CH:35]=[CH:34][CH:33]=3)[C@H:20]2[O:21][CH2:22][C:23]2[CH:24]=[CH:25][CH:26]=[CH:27][CH:28]=2)[CH:14]=[CH:15][C:16]=1[F:17]. The yield is 0.302. (4) The reactants are Cl[C:2]1[N:7]=[C:6]([N:8]2[CH:12]=[CH:11][C:10]([C:13]([F:16])([F:15])[F:14])=[N:9]2)[N:5]=[C:4]([O:17][CH3:18])[CH:3]=1.[CH3:19][C:20]1[CH:25]=[CH:24][C:23](B(O)O)=[CH:22][CH:21]=1.COC1C=C(C2C=CC=CC=2)N=C(N2C=CC(C(F)(F)F)=N2)N=1. No catalyst specified. The product is [CH3:18][O:17][C:4]1[CH:3]=[C:2]([C:23]2[CH:24]=[CH:25][C:20]([CH3:19])=[CH:21][CH:22]=2)[N:7]=[C:6]([N:8]2[CH:12]=[CH:11][C:10]([C:13]([F:16])([F:15])[F:14])=[N:9]2)[N:5]=1. The yield is 0.750. (5) The reactants are [N:1]([CH2:4][C@@H:5]([NH:10][C:11](=[O:17])[O:12][C:13]([CH3:16])([CH3:15])[CH3:14])[CH2:6][O:7][CH2:8][CH3:9])=[N+]=[N-]. The catalyst is CO.[Pd]. The product is [NH2:1][CH2:4][C@@H:5]([NH:10][C:11](=[O:17])[O:12][C:13]([CH3:16])([CH3:15])[CH3:14])[CH2:6][O:7][CH2:8][CH3:9]. The yield is 0.670. (6) The reactants are [CH2:1]([O:8][C:9]1[CH:18]=[C:17]2[C:12]([C:13]([N:20]3[CH2:24][CH2:23][C@@H:22]([OH:25])[CH2:21]3)=[CH:14][C:15]([CH3:19])=[N:16]2)=[CH:11][CH:10]=1)[C:2]1[CH:7]=[CH:6][CH:5]=[CH:4][CH:3]=1.[CH3:26]C(C)([O-])C.[K+].CI. The catalyst is C1COCC1. The product is [CH2:1]([O:8][C:9]1[CH:18]=[C:17]2[C:12]([C:13]([N:20]3[CH2:24][CH2:23][C@@H:22]([O:25][CH3:26])[CH2:21]3)=[CH:14][C:15]([CH3:19])=[N:16]2)=[CH:11][CH:10]=1)[C:2]1[CH:3]=[CH:4][CH:5]=[CH:6][CH:7]=1. The yield is 0.945. (7) The reactants are C[O:2][C:3]1[N:4]([CH2:21][C:22]2[CH:27]=[CH:26][C:25]([CH2:28]O)=[CH:24][CH:23]=2)[C:5]2[C:10]([N:11]=1)=[C:9]([NH2:12])[N:8]=[C:7]([NH:13][CH2:14][C:15]1[CH:20]=[CH:19][N:18]=[CH:17][CH:16]=1)[N:6]=2.O=S(Cl)[Cl:32]. The catalyst is C(Cl)(Cl)Cl. The product is [N:18]1[CH:19]=[CH:20][C:15]([CH2:14][NH:13][C:7]2[N:6]=[C:5]3[C:10]([NH:11][C:3](=[O:2])[N:4]3[CH2:21][C:22]3[CH:27]=[CH:26][C:25]([CH2:28][Cl:32])=[CH:24][CH:23]=3)=[C:9]([NH2:12])[N:8]=2)=[CH:16][CH:17]=1. The yield is 1.00. (8) The yield is 0.170. The catalyst is C(OCC)(=O)C. The product is [N:1]1([C:8]2[S:12][C:11]([N:13]3[CH2:14][CH2:15][CH2:16][CH2:17][CH2:18]3)=[N:10][C:9]=2[C:19]2[CH:20]=[CH:21][C:22]([O:23][CH2:24][CH2:25][CH2:26][CH2:27][CH2:28][O:29][C:30]3[CH:31]=[CH:32][C:33]([C:34]#[N:35])=[CH:36][CH:37]=3)=[CH:38][CH:39]=2)[CH2:6][CH2:5][O:4][CH2:3][CH2:2]1. The reactants are [NH:1]1[CH2:6][CH2:5][O:4][CH2:3][CH2:2]1.Br[C:8]1[S:12][C:11]([N:13]2[CH2:18][CH2:17][CH2:16][CH2:15][CH2:14]2)=[N:10][C:9]=1[C:19]1[CH:39]=[CH:38][C:22]([O:23][CH2:24][CH2:25][CH2:26][CH2:27][CH2:28][O:29][C:30]2[CH:37]=[CH:36][C:33]([C:34]#[N:35])=[CH:32][CH:31]=2)=[CH:21][CH:20]=1. (9) The reactants are Br[C:2]1[CH:7]=[CH:6][CH:5]=[CH:4][C:3]=1[F:8].C([Li])CCC.[CH2:14]([N:21]1[CH2:26][CH2:25][CH:24]([CH2:27][CH:28]=[O:29])[CH2:23][CH2:22]1)[C:15]1[CH:20]=[CH:19][CH:18]=[CH:17][CH:16]=1.O. The catalyst is O1CCCC1. The product is [CH2:14]([N:21]1[CH2:26][CH2:25][CH:24]([CH2:27][CH:28]([C:2]2[CH:7]=[CH:6][CH:5]=[CH:4][C:3]=2[F:8])[OH:29])[CH2:23][CH2:22]1)[C:15]1[CH:20]=[CH:19][CH:18]=[CH:17][CH:16]=1. The yield is 0.600. (10) The catalyst is ClCCl. The yield is 0.980. The reactants are C[Si]([C:5]#[N:6])(C)C.[NH2:7][C:8]1[CH:13]=[CH:12][C:11]([CH3:14])=[CH:10][CH:9]=1.[C:15]1(=O)[CH2:18][CH2:17][CH2:16]1. The product is [CH3:14][C:11]1[CH:12]=[CH:13][C:8]([NH:7][C:15]2([C:5]#[N:6])[CH2:18][CH2:17][CH2:16]2)=[CH:9][CH:10]=1.